The task is: Predict the product of the given reaction.. This data is from Forward reaction prediction with 1.9M reactions from USPTO patents (1976-2016). (1) The product is: [CH2:16]([C:8]1[N:7]=[C:6]([C:4]([NH:18][NH2:19])=[O:3])[C:11]([O:12][CH3:13])=[CH:10][C:9]=1[O:14][CH3:15])[CH3:17]. Given the reactants C([O:3][C:4]([C:6]1[C:11]([O:12][CH3:13])=[CH:10][C:9]([O:14][CH3:15])=[C:8]([CH2:16][CH3:17])[N:7]=1)=O)C.[NH2:18][NH2:19], predict the reaction product. (2) Given the reactants [NH2:1][C:2]1([C:5]2[CH:25]=[CH:24][CH:23]=[CH:22][C:6]=2[O:7][CH2:8][CH2:9][N:10]([CH3:21])C(=O)OCC2C=CC=CC=2)[CH2:4][CH2:3]1.Br[C:27]1[C:28](=[O:46])[N:29]([C:34]2[CH:35]=[C:36]([CH:41]=[C:42]([F:45])[C:43]=2[CH3:44])[C:37]([O:39][CH3:40])=[O:38])[CH:30]=[C:31]([Br:33])[N:32]=1.C(N(CC)[CH:51]([CH3:53])[CH3:52])(C)C, predict the reaction product. The product is: [CH2:40]([O:39][C:37]([CH2:21][NH:10][CH2:9][CH2:8][O:7][C:6]1[CH:22]=[CH:23][CH:24]=[CH:25][C:5]=1[C:2]1([NH:1][C:27]2[C:28](=[O:46])[N:29]([C:34]3[CH:35]=[C:36]([CH:41]=[C:42]([F:45])[C:43]=3[CH3:44])[C:37]([O:39][CH3:40])=[O:38])[CH:30]=[C:31]([Br:33])[N:32]=2)[CH2:3][CH2:4]1)=[O:38])[C:52]1[CH:51]=[CH:53][CH:35]=[CH:34][CH:43]=1. (3) Given the reactants [Br:1]C1N=C(CC)C(N[C@@H]2C3C(=CC=CC=3)C[C@@H]2O)=NC=1CC.[CH2:23]([C:25]1[C:26]([NH:33][C@@H:34]2[C:39]3[CH:40]=[CH:41][S:42][C:38]=3[CH2:37][CH2:36][C@@H:35]2[CH2:43][CH2:44][CH3:45])=[N:27][C:28]([CH2:31][CH3:32])=[CH:29][N:30]=1)[CH3:24], predict the reaction product. The product is: [Br:1][C:29]1[N:30]=[C:25]([CH2:23][CH3:24])[C:26]([NH:33][C@@H:34]2[C:39]3[CH:40]=[CH:41][S:42][C:38]=3[CH2:37][CH2:36][C@@H:35]2[CH2:43][CH2:44][CH3:45])=[N:27][C:28]=1[CH2:31][CH3:32]. (4) Given the reactants [Cl:1][C:2]1[CH:3]=[C:4]([CH:42]=[CH:43][CH:44]=1)[CH2:5][N:6]1[C:14]2[C:9](=[CH:10][C:11]([O:15][CH2:16][CH2:17]OS(C3C=CC(C)=CC=3)(=O)=O)=[CH:12][CH:13]=2)[C:8]([S:29]([C:32]2[C:41]3[C:36](=[CH:37][CH:38]=[CH:39][CH:40]=3)[CH:35]=[CH:34][CH:33]=2)(=[O:31])=[O:30])=[N:7]1.[CH2:45]([NH:47][CH3:48])[CH3:46], predict the reaction product. The product is: [Cl:1][C:2]1[CH:3]=[C:4]([CH:42]=[CH:43][CH:44]=1)[CH2:5][N:6]1[C:14]2[C:9](=[CH:10][C:11]([O:15][CH2:16][CH2:17][N:47]([CH2:45][CH3:46])[CH3:48])=[CH:12][CH:13]=2)[C:8]([S:29]([C:32]2[C:41]3[C:36](=[CH:37][CH:38]=[CH:39][CH:40]=3)[CH:35]=[CH:34][CH:33]=2)(=[O:31])=[O:30])=[N:7]1. (5) Given the reactants [C:1]([CH2:3][NH:4][C:5]([C@@H:7]1[CH2:12][CH2:11][CH2:10][CH2:9][C@H:8]1[CH2:13][S:14]([C:17]1[CH:22]=[CH:21][C:20](F)=[CH:19][CH:18]=1)(=[O:16])=[O:15])=[O:6])#[N:2].C(=O)([O-])[O-].[K+].[K+].[SH:30][CH2:31][C:32]([O:34][CH2:35][CH3:36])=[O:33], predict the reaction product. The product is: [C:1]([CH2:3][NH:4][C:5]([C@@H:7]1[CH2:12][CH2:11][CH2:10][CH2:9][C@H:8]1[CH2:13][S:14]([C:17]1[CH:22]=[CH:21][C:20]([S:30][CH2:31][C:32]([O:34][CH2:35][CH3:36])=[O:33])=[CH:19][CH:18]=1)(=[O:16])=[O:15])=[O:6])#[N:2]. (6) Given the reactants [OH-].[Na+].[Cl:3][C:4]1[CH:5]=[C:6]([CH2:19][C:20]2[N:25]=[C:24]([C:26]([O:28]CC)=[O:27])[CH:23]=[CH:22][CH:21]=2)[C:7]2[O:11][C:10]([C:12]3[CH:17]=[CH:16][CH:15]=[CH:14][CH:13]=3)=[CH:9][C:8]=2[CH:18]=1, predict the reaction product. The product is: [Cl:3][C:4]1[CH:5]=[C:6]([CH2:19][C:20]2[N:25]=[C:24]([C:26]([OH:28])=[O:27])[CH:23]=[CH:22][CH:21]=2)[C:7]2[O:11][C:10]([C:12]3[CH:13]=[CH:14][CH:15]=[CH:16][CH:17]=3)=[CH:9][C:8]=2[CH:18]=1. (7) Given the reactants CS[CH2:3][C:4]1[NH:8][C:7]2[CH:9]=[C:10]([C:17]([F:20])([F:19])[F:18])[CH:11]=[C:12]([C:13]([F:16])([F:15])[F:14])[C:6]=2[N:5]=1.[CH:21]1C=C(Cl)C=C(C(OO)=O)C=1.C(=O)(O)[O-].[Na+].[OH-].[Na+].[S:39]([O-:43])([O-])(=[O:41])=S.[Na+].[Na+], predict the reaction product. The product is: [CH3:21][S:39]([CH2:3][C:4]1[NH:8][C:7]2[CH:9]=[C:10]([C:17]([F:20])([F:18])[F:19])[CH:11]=[C:12]([C:13]([F:16])([F:15])[F:14])[C:6]=2[N:5]=1)(=[O:43])=[O:41]. (8) The product is: [CH3:10][O:11][C:12]1[CH:13]=[C:14](/[CH:24]=[CH:25]/[C:26]([NH:28][NH:29][C:41](=[O:42])[CH2:40][CH2:39][CH2:38][C:30](=[O:37])[C:31]2[CH:36]=[CH:35][CH:34]=[CH:33][CH:32]=2)=[O:27])[CH:15]=[CH:16][C:17]=1[N:18]1[CH:22]=[C:21]([CH3:23])[N:20]=[CH:19]1. Given the reactants C(N(C(C)C)CC)(C)C.[CH3:10][O:11][C:12]1[CH:13]=[C:14](/[CH:24]=[CH:25]/[C:26]([NH:28][NH2:29])=[O:27])[CH:15]=[CH:16][C:17]=1[N:18]1[CH:22]=[C:21]([CH3:23])[N:20]=[CH:19]1.[C:30]([CH2:38][CH2:39][CH2:40][C:41](O)=[O:42])(=[O:37])[C:31]1[CH:36]=[CH:35][CH:34]=[CH:33][CH:32]=1.C1N(P(Cl)(N2C(=O)OCC2)=O)C(=O)OC1.C(=O)(O)[O-].[Na+], predict the reaction product. (9) Given the reactants CS(Cl)(=O)=O.[Cl:6][C:7]1[CH:8]=[C:9]([CH:27]=[CH:28][C:29]=1[O:30][CH2:31][C:32]1[CH:37]=[CH:36][CH:35]=[C:34]([F:38])[CH:33]=1)[NH:10][C:11]1[C:16]([C:17]#[C:18][C:19]2[N:24]=[C:23]([CH2:25]O)[CH:22]=[CH:21][CH:20]=2)=[CH:15][N:14]=[CH:13][N:12]=1.[CH2:39]([NH2:46])[C:40]1[CH:45]=[CH:44][CH:43]=[CH:42][CH:41]=1.O, predict the reaction product. The product is: [CH2:39]([NH:46][CH2:25][C:23]1[CH:22]=[CH:21][CH:20]=[C:19]([C:18]#[C:17][C:16]2[C:11]([NH:10][C:9]3[CH:27]=[CH:28][C:29]([O:30][CH2:31][C:32]4[CH:37]=[CH:36][CH:35]=[C:34]([F:38])[CH:33]=4)=[C:7]([Cl:6])[CH:8]=3)=[N:12][CH:13]=[N:14][CH:15]=2)[N:24]=1)[C:40]1[CH:45]=[CH:44][CH:43]=[CH:42][CH:41]=1. (10) Given the reactants [OH-].[Li+].[CH:3]([C:5]1[C:14]2[C:9](=[CH:10][CH:11]=[CH:12][CH:13]=2)[CH:8]=[C:7]([C:15]([O:17]C)=[O:16])[CH:6]=1)=[O:4], predict the reaction product. The product is: [CH:3]([C:5]1[C:14]2[C:9](=[CH:10][CH:11]=[CH:12][CH:13]=2)[CH:8]=[C:7]([C:15]([OH:17])=[O:16])[CH:6]=1)=[O:4].